This data is from Full USPTO retrosynthesis dataset with 1.9M reactions from patents (1976-2016). The task is: Predict the reactants needed to synthesize the given product. (1) Given the product [F:1][C:2]1[CH:17]=[CH:16][C:5]([CH2:6][N:7]2[CH:12]3[CH2:13][CH2:14][CH:8]2[CH2:9][NH:10][CH2:11]3)=[CH:4][CH:3]=1, predict the reactants needed to synthesize it. The reactants are: [F:1][C:2]1[CH:17]=[CH:16][C:5]([CH2:6][N:7]2[CH:12]3[CH2:13][CH2:14][CH:8]2[C:9](=O)[NH:10][CH2:11]3)=[CH:4][CH:3]=1.[H-].[Al+3].[Li+].[H-].[H-].[H-]. (2) The reactants are: [Br:1][C:2]1[N:10]=[CH:9][N:8]=[C:7]2[C:3]=1[NH:4][CH:5]=[N:6]2.[O:11]1[CH:16]=[CH:15][CH2:14][CH2:13][CH2:12]1.O.C1(C)C=CC(S(O)(=O)=O)=CC=1. Given the product [Br:1][C:2]1[N:10]=[CH:9][N:8]=[C:7]2[C:3]=1[N:4]=[CH:5][N:6]2[CH:12]1[CH2:13][CH2:14][CH2:15][CH2:16][O:11]1, predict the reactants needed to synthesize it. (3) Given the product [CH2:44]([N:9]1[C:10]2[C:15](=[CH:14][CH:13]=[C:12]([C:16]([O:18][CH3:19])=[O:17])[CH:11]=2)[C:7]([CH:1]2[CH2:6][CH2:5][CH2:4][CH2:3][CH2:2]2)=[C:8]1[C:20]1[CH:25]=[CH:24][C:23]([O:26][CH3:27])=[CH:22][C:21]=1[CH2:28][O:29][Si:30]([CH:31]([CH3:32])[CH3:33])([CH:37]([CH3:39])[CH3:38])[CH:34]([CH3:36])[CH3:35])[CH:43]=[CH2:42], predict the reactants needed to synthesize it. The reactants are: [CH:1]1([C:7]2[C:15]3[C:10](=[CH:11][C:12]([C:16]([O:18][CH3:19])=[O:17])=[CH:13][CH:14]=3)[NH:9][C:8]=2[C:20]2[CH:25]=[CH:24][C:23]([O:26][CH3:27])=[CH:22][C:21]=2[CH2:28][O:29][Si:30]([CH:37]([CH3:39])[CH3:38])([CH:34]([CH3:36])[CH3:35])[CH:31]([CH3:33])[CH3:32])[CH2:6][CH2:5][CH2:4][CH2:3][CH2:2]1.[H-].[Na+].[CH2:42](Br)[CH:43]=[CH2:44]. (4) The reactants are: Br[C:2]1[CH:19]=[CH:18][C:5]([O:6][CH2:7][C:8]2[CH:17]=[CH:16][C:11]([C:12]([O:14]C)=[O:13])=[CH:10][CH:9]=2)=[C:4]([CH:20]([OH:36])[CH2:21][N:22]2[CH2:27][CH2:26][CH:25](NC(OC(C)(C)C)=O)[CH2:24][CH2:23]2)[CH:3]=1.[Li+].[OH-:38].[ClH:39]. Given the product [Cl:39][C:2]1[CH:19]=[CH:18][C:5]([O:6][CH2:7][C:8]2[CH:17]=[CH:16][C:11]([C:12]([OH:14])=[O:13])=[CH:10][CH:9]=2)=[C:4]([CH:20]([OH:36])[CH2:21][N:22]2[CH2:27][CH2:26][CH:25]([OH:38])[CH2:24][CH2:23]2)[CH:3]=1, predict the reactants needed to synthesize it. (5) The reactants are: [OH-].[Na+].CO.C([O:7][C:8](=[O:29])[CH2:9][CH2:10][C:11]1[CH:28]=[CH:27][C:14]2[N:15]([CH2:25][CH3:26])[C:16](=[O:24])[C:17]([CH3:23])([CH3:22])[C:18](=[O:21])[N:19]([CH3:20])[C:13]=2[CH:12]=1)C. Given the product [CH2:25]([N:15]1[C:16](=[O:24])[C:17]([CH3:23])([CH3:22])[C:18](=[O:21])[N:19]([CH3:20])[C:13]2[CH:12]=[C:11]([CH2:10][CH2:9][C:8]([OH:29])=[O:7])[CH:28]=[CH:27][C:14]1=2)[CH3:26], predict the reactants needed to synthesize it. (6) Given the product [Cl:7][C:8]1[CH:9]=[CH:10][C:11]([O:36][C:33]2[CH:34]=[CH:35][C:30]([C:27]34[CH2:28][CH2:29][CH:24]([N:21]5[CH2:22][CH2:23][S:18](=[O:37])(=[O:17])[N:19]=[C:20]53)[CH2:25][CH2:26]4)=[CH:31][CH:32]=2)=[C:12]([CH:15]=1)[C:13]#[N:14], predict the reactants needed to synthesize it. The reactants are: C(=O)([O-])[O-].[K+].[K+].[Cl:7][C:8]1[CH:9]=[CH:10][C:11](F)=[C:12]([CH:15]=1)[C:13]#[N:14].[O:17]=[S:18]1(=[O:37])[CH2:23][CH2:22][N:21]2[CH:24]3[CH2:29][CH2:28][C:27]([C:30]4[CH:35]=[CH:34][C:33]([OH:36])=[CH:32][CH:31]=4)([C:20]2=[N:19]1)[CH2:26][CH2:25]3.CS(C)=O. (7) Given the product [NH2:10][CH2:11][CH2:12][CH2:13][CH2:14][C@H:15]([NH:27][C:28]([C:30]1[S:31][CH:32]=[CH:33][N:34]=1)=[O:29])[C:16]([C:18]1[S:19][C:20]2[CH:26]=[CH:25][CH:24]=[CH:23][C:21]=2[N:22]=1)=[O:17], predict the reactants needed to synthesize it. The reactants are: C(OC(=O)[NH:10][CH2:11][CH2:12][CH2:13][CH2:14][C@H:15]([NH:27][C:28]([C:30]1[S:31][CH:32]=[CH:33][N:34]=1)=[O:29])[C:16]([C:18]1[S:19][C:20]2[CH:26]=[CH:25][CH:24]=[CH:23][C:21]=2[N:22]=1)=[O:17])C1C=CC=CC=1.Br.CC(O)=O. (8) Given the product [CH3:1][O:2][C:3](=[O:12])[C:4]1[CH:9]=[CH:8][C:7]([O:10][CH2:19][C:20]2[CH:25]=[CH:24][CH:23]=[CH:22][CH:21]=2)=[CH:6][C:5]=1[O:11][OH:14], predict the reactants needed to synthesize it. The reactants are: [CH3:1][O:2][C:3](=[O:12])[C:4]1[CH:9]=[CH:8][C:7]([OH:10])=[CH:6][C:5]=1[OH:11].C(=O)([O-])[O-:14].[K+].[K+].[CH2:19](Br)[C:20]1[CH:25]=[CH:24][CH:23]=[CH:22][CH:21]=1.